Dataset: Forward reaction prediction with 1.9M reactions from USPTO patents (1976-2016). Task: Predict the product of the given reaction. (1) Given the reactants [CH2:1]([O:8][C:9]1[C:10]([C:28](O)=[O:29])=[N:11][C:12]([CH2:16][C:17]2([C:22]3[CH:27]=[CH:26][CH:25]=[CH:24][N:23]=3)[CH2:21][CH2:20][CH2:19][CH2:18]2)=[N:13][C:14]=1[OH:15])[C:2]1[CH:7]=[CH:6][CH:5]=[CH:4][CH:3]=1.C(N(CC)C(C)C)(C)C.CN(C(ON1N=NC2C=CC=NC1=2)=[N+](C)C)C.F[P-](F)(F)(F)(F)F.[CH2:64]([NH:71][CH2:72][CH2:73][O:74][Si:75]([C:78]([CH3:81])([CH3:80])[CH3:79])([CH3:77])[CH3:76])[C:65]1[CH:70]=[CH:69]C=CC=1, predict the reaction product. The product is: [Si:75]([O:74][CH2:73][CH2:72][N:71]([CH2:64][CH:65]1[CH2:70][CH2:69]1)[C:28]([C:10]1[C:9]([O:8][CH2:1][C:2]2[CH:3]=[CH:4][CH:5]=[CH:6][CH:7]=2)=[C:14]([OH:15])[N:13]=[C:12]([CH2:16][C:17]2([C:22]3[CH:27]=[CH:26][CH:25]=[CH:24][N:23]=3)[CH2:18][CH2:19][CH2:20][CH2:21]2)[N:11]=1)=[O:29])([C:78]([CH3:79])([CH3:80])[CH3:81])([CH3:76])[CH3:77]. (2) Given the reactants ClCCl.[Cl:4][C:5]1[N:6]=[C:7]([C:12]([NH:14][C@H:15]2[CH2:20][CH2:19][N:18]([C:21]3[S:22][C:23]([C:27]4[N:31](CCC#N)[N:30]=[N:29][N:28]=4)=[C:24]([CH3:26])[N:25]=3)[CH2:17][C@H:16]2[O:36][CH3:37])=[O:13])[NH:8][C:9]=1[CH2:10][CH3:11].C1(C2CCCCCCCCCC=2)CCCCCCCCNN=1.Cl, predict the reaction product. The product is: [Cl:4][C:5]1[N:6]=[C:7]([C:12]([NH:14][C@H:15]2[CH2:20][CH2:19][N:18]([C:21]3[S:22][C:23]([C:27]4[NH:28][N:29]=[N:30][N:31]=4)=[C:24]([CH3:26])[N:25]=3)[CH2:17][C@H:16]2[O:36][CH3:37])=[O:13])[NH:8][C:9]=1[CH2:10][CH3:11]. (3) Given the reactants [N:1]1[N:2]([C:6]2[CH:34]=[CH:33][CH:32]=[CH:31][C:7]=2[C:8]([N:10]2[C@H:15]([CH3:16])[CH2:14][CH2:13][C@@H:12]([C:17]3[O:18][C:19]([C:25]4[CH:30]=[CH:29][CH:28]=[CH:27][CH:26]=4)=[C:20]([C:22](O)=[O:23])[N:21]=3)[CH2:11]2)=[O:9])[N:3]=[CH:4][CH:5]=1.C(Cl)(=O)C(Cl)=O.CN(C=O)C.[Si]([CH:50]=[N+:51]=[N-:52])(C)(C)C, predict the reaction product. The product is: [N:1]1[N:2]([C:6]2[CH:34]=[CH:33][CH:32]=[CH:31][C:7]=2[C:8]([N:10]2[C@H:15]([CH3:16])[CH2:14][CH2:13][C@@H:12]([C:17]3[O:18][C:19]([C:25]4[CH:30]=[CH:29][CH:28]=[CH:27][CH:26]=4)=[C:20]([C:22](=[O:23])[CH:50]=[N+:51]=[N-:52])[N:21]=3)[CH2:11]2)=[O:9])[N:3]=[CH:4][CH:5]=1. (4) Given the reactants [F:1][C:2]([F:7])([F:6])[C:3](O)=O.CS(O[CH:13]([C:35]1[CH:40]=[CH:39][C:38](C(F)(F)F)=C[CH:36]=1)[C:14]([N:16]1[CH2:21][CH2:20][N:19]2[CH2:22][C@H:23]([O:25][C:26]3[CH:31]=[N:30][C:29]([CH:32]4[CH2:34][CH2:33]4)=[CH:28][N:27]=3)[CH2:24][C@H:18]2[CH2:17]1)=[O:15])(=O)=O.[F:45][CH2:46][CH2:47][NH2:48].C(N)C, predict the reaction product. The product is: [CH:32]1([C:29]2[N:30]=[CH:31][C:26]([O:25][C@H:23]3[CH2:22][N:19]4[CH2:20][CH2:21][N:16]([C:14](=[O:15])[CH:13]([NH:48][CH2:47][CH2:46][F:45])[C:35]5[CH:40]=[CH:39][CH:38]=[C:3]([C:2]([F:7])([F:6])[F:1])[CH:36]=5)[CH2:17][C@@H:18]4[CH2:24]3)=[N:27][CH:28]=2)[CH2:34][CH2:33]1. (5) Given the reactants C([O:3][C:4](=O)[CH2:5][O:6][C:7]1[C:8]([Cl:20])=[N:9][C:10]([Cl:19])=[N:11][C:12]=1[N:13]1[CH2:18][CH2:17][O:16][CH2:15][CH2:14]1)C.CC(C[AlH]CC(C)C)C, predict the reaction product. The product is: [Cl:19][C:10]1[N:9]=[C:8]([Cl:20])[C:7]([O:6][CH2:5][CH2:4][OH:3])=[C:12]([N:13]2[CH2:14][CH2:15][O:16][CH2:17][CH2:18]2)[N:11]=1. (6) Given the reactants Cl.[NH2:2][CH2:3][C:4]1[CH:5]=[C:6]2[C:10](=[CH:11][CH:12]=1)[C:9](=[O:13])[N:8]([CH:14]1[CH2:19][CH2:18][C:17](=[O:20])[NH:16][C:15]1=[O:21])[C:7]2=[O:22].[Cl:23][C:24]1[CH:32]=[CH:31][C:27]([C:28](Cl)=[O:29])=[CH:26][CH:25]=1.CCN(C(C)C)C(C)C, predict the reaction product. The product is: [Cl:23][C:24]1[CH:32]=[CH:31][C:27]([C:28]([NH:2][CH2:3][C:4]2[CH:5]=[C:6]3[C:10](=[CH:11][CH:12]=2)[C:9](=[O:13])[N:8]([CH:14]2[CH2:19][CH2:18][C:17](=[O:20])[NH:16][C:15]2=[O:21])[C:7]3=[O:22])=[O:29])=[CH:26][CH:25]=1.